Task: Predict the reaction yield, written as a fraction of the theoretical maximum amount of product (1.0 means a 100% yield; for example, 0.34 means a 34% yield).. Dataset: Reaction yield outcomes from USPTO patents with 853,638 reactions (1) The reactants are C(O)(C(F)(F)F)=O.[C:8]1([C:27]2[CH:32]=[CH:31][CH:30]=[CH:29][CH:28]=2)[CH:13]=[CH:12][C:11]([C@H:14]2[C@H:19]([NH:20][S:21]([CH:24]([CH3:26])[CH3:25])(=[O:23])=[O:22])[CH2:18][CH2:17][NH:16][CH2:15]2)=[CH:10][CH:9]=1.[CH3:33][S:34](Cl)(=[O:36])=[O:35].CCN(C(C)C)C(C)C. The catalyst is C(Cl)Cl. The product is [C:8]1([C:27]2[CH:28]=[CH:29][CH:30]=[CH:31][CH:32]=2)[CH:9]=[CH:10][C:11]([C@H:14]2[C@H:19]([NH:20][S:21]([CH:24]([CH3:26])[CH3:25])(=[O:23])=[O:22])[CH2:18][CH2:17][N:16]([S:34]([CH3:33])(=[O:36])=[O:35])[CH2:15]2)=[CH:12][CH:13]=1. The yield is 0.370. (2) The reactants are Br[C:2]1[CH:3]=[C:4]([CH2:8][C:9]([N:11]([O:13][CH3:14])[CH3:12])=[O:10])[CH:5]=[CH:6][CH:7]=1.[C:15]1(B(O)O)[CH:20]=[CH:19][CH:18]=[CH:17][CH:16]=1.C(=O)([O-])[O-].[Na+].[Na+].O. The catalyst is CN(C)C=O. The product is [C:2]1([C:15]2[CH:20]=[CH:19][CH:18]=[CH:17][CH:16]=2)[CH:7]=[CH:6][CH:5]=[C:4]([CH2:8][C:9]([N:11]([O:13][CH3:14])[CH3:12])=[O:10])[CH:3]=1. The yield is 0.947. (3) The yield is 0.480. The catalyst is CN(C=O)C.O. The reactants are Br.[NH2:2][C:3]1[CH:8]=[CH:7][N:6]2[CH:9]=[C:10]([C:12]3[CH:13]=[C:14]([OH:18])[CH:15]=[CH:16][CH:17]=3)[N:11]=[C:5]2[N:4]=1.[F:19][CH2:20]OS(C1C=CC(C)=CC=1)(=O)=O.C([O-])([O-])=O.[Cs+].[Cs+]. The product is [F:19][CH2:20][O:18][C:14]1[CH:13]=[C:12]([C:10]2[N:11]=[C:5]3[N:4]=[C:3]([NH2:2])[CH:8]=[CH:7][N:6]3[CH:9]=2)[CH:17]=[CH:16][CH:15]=1. (4) The reactants are [CH2:1]([C:3]1[S:28][C:6]2[N:7]([CH2:13][C:14]3[CH:19]=[CH:18][C:17]([C:20]4[C:21]([C:26]#[N:27])=[CH:22][CH:23]=[CH:24][CH:25]=4)=[CH:16][CH:15]=3)[C:8](=[O:12])[NH:9][C:10](=[O:11])[C:5]=2[CH:4]=1)[CH3:2].N(C(N1CCCCC1)=O)=NC(N1CCCCC1)=O.C(P(CCCC)CCCC)CCC.[CH3:60][C:61]1([CH2:65]O)[CH2:64][O:63][CH2:62]1. The catalyst is O1CCCC1. The product is [CH2:1]([C:3]1[S:28][C:6]2[N:7]([CH2:13][C:14]3[CH:19]=[CH:18][C:17]([C:20]4[C:21]([C:26]#[N:27])=[CH:22][CH:23]=[CH:24][CH:25]=4)=[CH:16][CH:15]=3)[C:8](=[O:12])[N:9]([CH2:60][C:61]3([CH3:65])[CH2:64][O:63][CH2:62]3)[C:10](=[O:11])[C:5]=2[CH:4]=1)[CH3:2]. The yield is 0.560. (5) The reactants are Br[CH2:2][C:3]1[C:4]([C:21]2[CH:26]=[CH:25][CH:24]=[C:23]([C:27]([F:30])([F:29])[F:28])[CH:22]=2)=[N:5][C:6]2[C:11]([C:12]=1[C:13]([O:15][CH3:16])=[O:14])=[CH:10][CH:9]=[C:8]([S:17]([CH3:20])(=[O:19])=[O:18])[CH:7]=2.[N:31]1([CH:37]2[CH2:42][CH2:41][NH:40][CH2:39][CH2:38]2)[CH2:36][CH2:35][CH2:34][CH2:33][CH2:32]1. The catalyst is C(#N)C. The product is [N:31]1([CH:37]2[CH2:42][CH2:41][N:40]([CH2:2][C:3]3[C:4]([C:21]4[CH:26]=[CH:25][CH:24]=[C:23]([C:27]([F:30])([F:29])[F:28])[CH:22]=4)=[N:5][C:6]4[C:11]([C:12]=3[C:13]([O:15][CH3:16])=[O:14])=[CH:10][CH:9]=[C:8]([S:17]([CH3:20])(=[O:19])=[O:18])[CH:7]=4)[CH2:39][CH2:38]2)[CH2:36][CH2:35][CH2:34][CH2:33][CH2:32]1. The yield is 0.870. (6) The reactants are [Br:1][C:2]([Br:21])=[C:3]([C:12]1[CH:17]=[CH:16][CH:15]=[CH:14][C:13]=1[N+:18]([O-])=O)[C:4]#[C:5][C:6]1[CH:11]=[CH:10][CH:9]=[CH:8][CH:7]=1. The catalyst is [Pt].CO. The product is [Br:1][C:2]([Br:21])=[C:3]([C:12]1[CH:17]=[CH:16][CH:15]=[CH:14][C:13]=1[NH2:18])[C:4]#[C:5][C:6]1[CH:11]=[CH:10][CH:9]=[CH:8][CH:7]=1. The yield is 0.890. (7) The reactants are Cl[CH2:2][C:3]1[C:4]([C:8]2[CH:13]=[CH:12][C:11]([C:14]([F:17])([F:16])[F:15])=[CH:10][CH:9]=2)=[N:5][O:6][CH:7]=1.C(OCC)(=O)[CH2:19][C:20]([O:22]CC)=[O:21].[H-].[Na+].Cl. The catalyst is O1CCCC1. The product is [F:15][C:14]([F:17])([F:16])[C:11]1[CH:12]=[CH:13][C:8]([C:4]2[C:3]([CH2:2][CH2:19][C:20]([OH:22])=[O:21])=[CH:7][O:6][N:5]=2)=[CH:9][CH:10]=1. The yield is 0.790. (8) The reactants are [Na].Cl.[C:3]([NH2:6])(=[NH:5])[CH3:4].C([O:9][CH:10]=[C:11]([C:17](OCC)=O)[C:12]([O:14][CH2:15][CH3:16])=[O:13])C.C(N(CC)CC)C. The catalyst is C(O)C. The product is [CH3:4][C:3]1[NH:5][C:10](=[O:9])[C:11]([C:12]([O:14][CH2:15][CH3:16])=[O:13])=[CH:17][N:6]=1. The yield is 0.610.